Dataset: Peptide-MHC class I binding affinity with 185,985 pairs from IEDB/IMGT. Task: Regression. Given a peptide amino acid sequence and an MHC pseudo amino acid sequence, predict their binding affinity value. This is MHC class I binding data. The peptide sequence is AMMWRIAQL. The MHC is HLA-B58:01 with pseudo-sequence HLA-B58:01. The binding affinity (normalized) is 0.0847.